Dataset: Drug-target binding data from BindingDB using Ki measurements. Task: Regression. Given a target protein amino acid sequence and a drug SMILES string, predict the binding affinity score between them. We predict pKi (pKi = -log10(Ki in M); higher means stronger inhibition). Dataset: bindingdb_ki. The compound is OCCC1CCN(CCC=C2c3ccc(F)cc3Sc3ccc(C(F)(F)F)cc32)CC1. The target protein (Q95136) has sequence MRTLNTSTMEGTGLVAERDFSFRILTACFLSLLILSTLLGNTLVCAAVIRFRHLRSKVTNFFVISLAVSDLLVAVLVMPWKAVAEIAGFWPFGSFCNIWVAFDIMCSTASILNLCVISVDRYWAISSPFRYERKMTPKAAFILISVAWTLSVLISFIPVQLSWHKAKPTGPSEGNATSLGKTINNCDSSLSRTYAISSSLISFYIPVAIMIVTYTRIYRIAQKQIRRISALERAAVHAKNCQTTTGNGNPMECSQPESSFKMSFKRETKVLKTLSVIMGVFVCCWLPFFILNCMVPFCGSGETKPFCIDSITFDVFVWFGWANSSLNPIIYAFNADFRKAFSTLLGCYRLCPTTNNAIETVSINNNGAVVFSSHHEPRGSISKDCNVVYLIPHAVGSSEGLKKEEAVGIAKPLEKLSPALSVILDYDTDVSLEKIQPITQNGQHPT. The pKi is 7.2.